Predict the reaction yield, written as a fraction of the theoretical maximum amount of product (1.0 means a 100% yield; for example, 0.34 means a 34% yield). From a dataset of Reaction yield outcomes from USPTO patents with 853,638 reactions. (1) The reactants are [NH2:1][C:2]1[S:3][C:4]([CH:8]=[O:9])=[C:5]([Cl:7])[N:6]=1.[C:10]([O:14][C:15](O[C:15]([O:14][C:10]([CH3:13])([CH3:12])[CH3:11])=[O:16])=[O:16])([CH3:13])([CH3:12])[CH3:11]. The catalyst is O1CCCC1.CN(C)C1C=CN=CC=1. The product is [C:10]([O:14][C:15](=[O:16])[NH:1][C:2]1[S:3][C:4]([CH:8]=[O:9])=[C:5]([Cl:7])[N:6]=1)([CH3:13])([CH3:12])[CH3:11]. The yield is 0.870. (2) The reactants are [NH:1]1[CH2:6][CH2:5][O:4][CH2:3][CH2:2]1.[CH2:7]=O.[CH3:9][C:10]([CH3:29])=[CH:11][CH2:12][N:13]1[C:21]2[C:16](=[CH:17][C:18]([C:22]3[CH:23]=[C:24]([CH3:28])[CH:25]=[CH:26][CH:27]=3)=[CH:19][CH:20]=2)[CH:15]=[CH:14]1.[OH-].[Na+]. The catalyst is [Cl-].[Zn+2].[Cl-].O.CCO. The product is [CH3:9][C:10]([CH3:29])=[CH:11][CH2:12][N:13]1[C:21]2[C:16](=[CH:17][C:18]([C:22]3[CH:23]=[C:24]([CH3:28])[CH:25]=[CH:26][CH:27]=3)=[CH:19][CH:20]=2)[C:15]([CH2:7][N:1]2[CH2:6][CH2:5][O:4][CH2:3][CH2:2]2)=[CH:14]1. The yield is 0.680. (3) The reactants are [CH:1]1([N:5]2[CH2:10][CH2:9][C:8]3([CH2:14][C:13]4[CH:15]=[C:16]([C:19]5[CH:26]=[CH:25][C:22](C#N)=[CH:21][CH:20]=5)[CH:17]=[CH:18][C:12]=4[O:11]3)[CH2:7][CH2:6]2)[CH2:4][CH2:3][CH2:2]1.[NH:27]1C2C(=CC(B(O)O)=CC=2)[CH:29]=[CH:28]1. No catalyst specified. The product is [CH:1]1([N:5]2[CH2:10][CH2:9][C:8]3([CH2:14][C:13]4[CH:15]=[C:16]([C:19]5[CH:20]=[C:21]6[C:22](=[CH:25][CH:26]=5)[NH:27][CH:28]=[CH:29]6)[CH:17]=[CH:18][C:12]=4[O:11]3)[CH2:7][CH2:6]2)[CH2:4][CH2:3][CH2:2]1. The yield is 0.100. (4) The reactants are [CH3:1][O:2][C:3]1[CH:8]=[CH:7][C:6]([S:9][CH2:10][CH2:11][CH2:12][C:13]([OH:15])=O)=[CH:5][CH:4]=1.[CH3:16][O:17][C:18]1[CH:26]=[C:25]2[C:21]([CH:22]=[CH:23][NH:24]2)=[CH:20][CH:19]=1. No catalyst specified. The product is [CH3:16][O:17][C:18]1[CH:26]=[C:25]2[C:21]([CH:22]=[CH:23][N:24]2[C:13](=[O:15])[CH2:12][CH2:11][CH2:10][S:9][C:6]2[CH:5]=[CH:4][C:3]([O:2][CH3:1])=[CH:8][CH:7]=2)=[CH:20][CH:19]=1. The yield is 0.0600. (5) The reactants are [CH2:1]([O:3][CH:4](OCC)[C:5]([O:7][CH2:8][CH3:9])=[O:6])[CH3:2].C([Cl:16])(=O)C.II. No catalyst specified. The product is [Cl:16][CH2:2][CH2:1][O:3][CH2:4][C:5]([O:7][CH2:8][CH3:9])=[O:6]. The yield is 0.600. (6) The yield is 0.910. The product is [NH2:1][CH2:4][C@@H:5]([N:13]([CH3:17])[C:14](=[O:16])[O:15][C:7]([CH3:12])([CH3:8])[CH3:6])[CH2:6][C@H:7]1[CH2:12][CH2:11][CH2:10][O:9][CH2:8]1. The reactants are [N:1]([CH2:4][C@@H:5]([N:13]([CH3:17])[C:14](=[O:16])[O-:15])[CH2:6][C@H:7]1[CH2:12][CH2:11][CH2:10][O:9][CH2:8]1)=[N+]=[N-]. The catalyst is CCOC(C)=O.[Pd]. (7) The reactants are C([O:5][C:6](=[O:36])[CH2:7][N:8]1[CH:12]=[C:11]([NH:13][C:14]([C:16]2[CH:17]=[N:18][N:19]3[CH:24]=[CH:23][CH:22]=[N:21][C:20]=23)=[O:15])[C:10]([C:25]2[CH:30]=[C:29]([Cl:31])[CH:28]=[CH:27][C:26]=2[O:32][CH:33]([F:35])[F:34])=[N:9]1)(C)(C)C.C(O)(C(F)(F)F)=O. The catalyst is ClCCl. The product is [Cl:31][C:29]1[CH:28]=[CH:27][C:26]([O:32][CH:33]([F:35])[F:34])=[C:25]([C:10]2[C:11]([NH:13][C:14]([C:16]3[CH:17]=[N:18][N:19]4[CH:24]=[CH:23][CH:22]=[N:21][C:20]=34)=[O:15])=[CH:12][N:8]([CH2:7][C:6]([OH:36])=[O:5])[N:9]=2)[CH:30]=1. The yield is 0.990. (8) The yield is 0.270. The product is [F:1][C:2]1[CH:3]=[CH:4][C:5]([C:8]2[O:9][CH:10]=[C:11]([CH2:13][CH2:14][NH:15][C:26](=[O:27])[C:25]3[CH:29]=[CH:30][CH:31]=[C:23]([C:20]4[N:19]=[C:18]([C:17]([F:33])([F:32])[F:16])[O:22][N:21]=4)[CH:24]=3)[N:12]=2)=[CH:6][CH:7]=1. No catalyst specified. The reactants are [F:1][C:2]1[CH:7]=[CH:6][C:5]([C:8]2[O:9][CH:10]=[C:11]([CH2:13][CH2:14][NH2:15])[N:12]=2)=[CH:4][CH:3]=1.[F:16][C:17]([F:33])([F:32])[C:18]1[O:22][N:21]=[C:20]([C:23]2[CH:24]=[C:25]([CH:29]=[CH:30][CH:31]=2)[C:26](O)=[O:27])[N:19]=1. (9) The catalyst is C1COCC1. The reactants are [Br:1][C:2]1[CH:10]=[CH:9][C:8]([Cl:11])=[CH:7][C:3]=1[C:4](O)=[O:5].CO.[OH-].[Na+]. The product is [Br:1][C:2]1[CH:10]=[CH:9][C:8]([Cl:11])=[CH:7][C:3]=1[CH2:4][OH:5]. The yield is 0.880. (10) The reactants are [OH:1][C:2]1[CH:14]=[CH:13][C:5]2[C:6]([CH2:9][C:10]([OH:12])=[O:11])=[CH:7][O:8][C:4]=2[CH:3]=1.C[O-].[Na+]. No catalyst specified. The product is [OH:1][C:2]1[CH:14]=[CH:13][C:5]2[C@H:6]([CH2:9][C:10]([OH:12])=[O:11])[CH2:7][O:8][C:4]=2[CH:3]=1. The yield is 0.999.